Dataset: Forward reaction prediction with 1.9M reactions from USPTO patents (1976-2016). Task: Predict the product of the given reaction. (1) The product is: [CH2:1]([N:8]1[CH2:16][C:15]2[C:10](=[CH:11][CH:12]=[C:13]([C:17]3[CH2:18][O:19][CH2:20][CH:21]=3)[CH:14]=2)[CH2:9]1)[C:2]1[CH:3]=[CH:4][CH:5]=[CH:6][CH:7]=1. Given the reactants [CH2:1]([N:8]1[CH2:16][C:15]2[C:10](=[CH:11][CH:12]=[C:13]([C:17]3(O)[CH2:21][CH2:20][O:19][CH2:18]3)[CH:14]=2)[CH2:9]1)[C:2]1[CH:7]=[CH:6][CH:5]=[CH:4][CH:3]=1.CS(Cl)(=O)=O.C1CCN2C(=NCCC2)CC1, predict the reaction product. (2) Given the reactants [CH3:1][O:2][C:3]1[CH:8]=[CH:7][C:6]([C:9]2[CH:14]=[CH:13][C:12]([NH:15][C:16](=[O:31])/[CH:17]=[CH:18]/[C:19]3[CH:24]=[CH:23][C:22]([CH2:25][N:26]4[CH2:30][CH2:29][CH2:28][CH2:27]4)=[CH:21][CH:20]=3)=[CH:11][CH:10]=2)=[CH:5][CH:4]=1, predict the reaction product. The product is: [CH3:1][O:2][C:3]1[CH:8]=[CH:7][C:6]([C:9]2[CH:10]=[CH:11][C:12]([NH:15][C:16](=[O:31])[CH2:17][CH2:18][C:19]3[CH:24]=[CH:23][C:22]([CH2:25][N:26]4[CH2:30][CH2:29][CH2:28][CH2:27]4)=[CH:21][CH:20]=3)=[CH:13][CH:14]=2)=[CH:5][CH:4]=1. (3) Given the reactants [Cl:1][C:2]1[C:7]([O:8][CH2:9][C:10]#[CH:11])=[CH:6][C:5]([NH:12][C:13](=O)[CH:14]=[N:15][O:16][CH3:17])=[C:4]([F:19])[CH:3]=1.P(Cl)(Cl)(Cl)(Cl)Cl.[NH:26]1[CH2:30][CH2:29][CH2:28][CH2:27]1, predict the reaction product. The product is: [CH3:17][O:16][N:15]=[CH:14][C:13](=[N:12][C:5]1[CH:6]=[C:7]([O:8][CH2:9][C:10]#[CH:11])[C:2]([Cl:1])=[CH:3][C:4]=1[F:19])[N:26]1[CH2:30][CH2:29][CH2:28][CH2:27]1. (4) The product is: [F:1][C:2]1[C:7]([F:8])=[C:6]([CH:9]2[CH2:10][CH2:11][CH:12]([CH2:15][CH2:16][CH3:17])[CH2:13][CH2:14]2)[CH:5]=[CH:4][C:3]=1[CH:18]1[CH2:23][CH2:22][CH:21]([CH:24]2[CH2:25][CH2:26][C:27](=[O:28])[CH2:32][CH2:33]2)[CH2:20][CH2:19]1. Given the reactants [F:1][C:2]1[C:7]([F:8])=[C:6]([CH:9]2[CH2:14][CH2:13][CH:12]([CH2:15][CH2:16][CH3:17])[CH2:11][CH2:10]2)[CH:5]=[CH:4][C:3]=1[CH:18]1[CH2:23][CH2:22][CH:21]([CH:24]2[CH2:33][CH2:32][C:27]3(OCC[O:28]3)[CH2:26][CH2:25]2)[CH2:20][CH2:19]1.C(O)=O.O, predict the reaction product. (5) Given the reactants [CH3:1][O:2][C:3](=[O:15])[CH2:4][CH2:5][CH2:6][C:7]1[S:8][C:9]([N+:12]([O-])=O)=[CH:10][CH:11]=1, predict the reaction product. The product is: [CH3:1][O:2][C:3](=[O:15])[CH2:4][CH2:5][CH2:6][C:7]1[S:8][C:9]([NH2:12])=[CH:10][CH:11]=1. (6) The product is: [CH2:1]([C:5]12[CH2:17][CH2:16][C:15](=[O:18])[C:14]([C:19]3[CH:20]=[CH:21][C:22](/[CH:40]=[CH:41]/[C:42]([O:44][CH3:45])=[O:43])=[CH:23][CH:24]=3)=[C:13]1[C:12]1[C:7](=[CH:8][C:9]([O:33][CH3:34])=[CH:10][CH:11]=1)[CH2:6]2)[CH2:2][CH2:3][CH3:4]. Given the reactants [CH2:1]([C:5]12[CH2:17][CH2:16][C:15](=[O:18])[C:14]([C:19]3[CH:24]=[CH:23][C:22](OS(C(F)(F)F)(=O)=O)=[CH:21][CH:20]=3)=[C:13]1[C:12]1[C:7](=[CH:8][C:9]([O:33][CH3:34])=[CH:10][CH:11]=1)[CH2:6]2)[CH2:2][CH2:3][CH3:4].C([Sn](CCCC)(CCCC)/[CH:40]=[CH:41]/[C:42]([O:44][CH3:45])=[O:43])CCC.[Cl-].[Li+], predict the reaction product. (7) Given the reactants [NH:1]1[CH2:6][CH2:5][O:4][CH2:3][CH2:2]1.[Br:7][C:8]1(C=O)[CH2:12][CH:11]=C[S:9]1.C(O[BH-](O[C:25](=O)[CH3:26])OC(=O)C)(=O)C.[Na+].C(=O)(O)[O-].[Na+], predict the reaction product. The product is: [Br:7][C:8]1[S:9][C:25]([CH2:26][N:1]2[CH2:6][CH2:5][O:4][CH2:3][CH2:2]2)=[CH:11][CH:12]=1. (8) Given the reactants [CH3:1][N:2]1[C:11]2[C:6](=[CH:7][CH:8]=[CH:9][CH:10]=2)[N:5]=[C:4]([C:12]([OH:14])=[O:13])[C:3]1=[O:15].C(Cl)(=O)C(Cl)=O.[C:22]1(=O)[CH2:27][CH2:26][CH2:25][C:24](=[O:28])[CH2:23]1.C(N(CC)CC)C, predict the reaction product. The product is: [CH3:1][N:2]1[C:11]2[C:6](=[CH:7][CH:8]=[CH:9][CH:10]=2)[N:5]=[C:4]([C:12]([O:14][C:22]2[CH2:27][CH2:26][CH2:25][C:24](=[O:28])[CH:23]=2)=[O:13])[C:3]1=[O:15]. (9) Given the reactants [C:1](#[N:8])[C:2]1[CH:7]=[CH:6][CH:5]=[CH:4][CH:3]=1.[CH2:9]([O:11][C:12](=[O:15])[CH2:13]Cl)[CH3:10].C[CH2:17][O-:18].[Na+].O.[CH:21]1C=CC=CC=1, predict the reaction product. The product is: [C:1]([C:2]1[CH:7]=[CH:6][C:5]([CH:17]2[O:18][CH:13]2[C:12]([O:11][CH2:9][CH3:10])=[O:15])=[CH:4][C:3]=1[CH3:21])#[N:8].